Dataset: Full USPTO retrosynthesis dataset with 1.9M reactions from patents (1976-2016). Task: Predict the reactants needed to synthesize the given product. (1) Given the product [CH:14]([N:16]=[C:9]([NH2:11])[C:8]1[CH:12]=[CH:13][C:5]([C:1]([CH3:3])([CH3:2])[CH3:4])=[CH:6][CH:7]=1)=[O:15], predict the reactants needed to synthesize it. The reactants are: [C:1]([C:5]1[CH:13]=[CH:12][C:8]([C:9]([NH2:11])=O)=[CH:7][CH:6]=1)([CH3:4])([CH3:3])[CH3:2].[CH:14]([NH2:16])=[O:15]. (2) The reactants are: [Br-].[CH2:2]([CH:5]1[CH2:9][N:8]([CH2:10][C:11]2[CH:16]=[CH:15][N:14]=[C:13]3[NH:17][CH:18]=[CH:19][C:12]=23)[C:7](=[O:20])[CH2:6]1)[CH2:3][CH3:4].[Br:21][C:22]1[CH:27]=[CH:26][N:25]=[C:24]2[N:28]([Si](C(C)C)(C(C)C)C(C)C)[CH:29]=[CH:30][C:23]=12.C([Si](C(C)C)(C(C)C)N1C2N=CC=C(C=O)C=2C=C1)(C)C.C(C1CN(CC2C=CN=C3N([Si](C(C)C)(C(C)C)C(C)C)C=CC=23)C(=O)C1)CC. Given the product [Br:21][C:22]1[CH:27]=[CH:26][N:25]=[C:24]2[NH:28][CH:29]=[CH:30][C:23]=12.[CH2:2]([CH:5]1[CH2:9][N:8]([CH2:10][C:11]2[CH:16]=[CH:15][N:14]=[C:13]3[NH:17][CH:18]=[CH:19][C:12]=23)[C:7](=[O:20])[CH2:6]1)[CH2:3][CH3:4], predict the reactants needed to synthesize it. (3) The reactants are: [OH:1][CH2:2][C:3]1[CH:8]=[CH:7][C:6]([N:9]([CH2:17][C:18]2[N:19]=[C:20]([C:24]3[CH:29]=[CH:28][CH:27]=[CH:26][CH:25]=3)[O:21][C:22]=2[CH3:23])[C:10](=[O:16])[O:11][C:12]([CH3:15])([CH3:14])[CH3:13])=[CH:5][CH:4]=1.[CH3:30]S(Cl)(=O)=O.O[C:36]1[CH:41]=[CH:40][CH:39]=[CH:38][C:37]=1[CH2:42][C:43]([O-:45])=[O:44].[H-].[Na+]. Given the product [C:12]([O:11][C:10]([N:9]([CH2:17][C:18]1[N:19]=[C:20]([C:24]2[CH:25]=[CH:26][CH:27]=[CH:28][CH:29]=2)[O:21][C:22]=1[CH3:23])[C:6]1[CH:7]=[CH:8][C:3]([CH2:2][O:1][C:36]2[CH:41]=[CH:40][CH:39]=[CH:38][C:37]=2[CH2:42][C:43]([O:45][CH3:30])=[O:44])=[CH:4][CH:5]=1)=[O:16])([CH3:13])([CH3:14])[CH3:15], predict the reactants needed to synthesize it. (4) Given the product [F:26][C:20]([F:27])([C:13]1[CH:14]=[CH:15][CH:16]=[CH:17][C:12]=1[O:11][CH2:10][CH2:9][OH:8])[C:21]([O:23][CH2:24][CH3:25])=[O:22], predict the reactants needed to synthesize it. The reactants are: C([Si]([O:8][CH2:9][CH2:10][O:11][C:12]1[CH:17]=[CH:16][CH:15]=[CH:14][C:13]=1I)(C)C)(C)(C)C.Br[C:20]([F:27])([F:26])[C:21]([O:23][CH2:24][CH3:25])=[O:22].[Cl-].[NH4+]. (5) Given the product [CH3:12][C:11]1[NH:7][N:8]=[C:9]([N:13]2[CH2:18][CH2:17][NH:16][C:14]2=[O:15])[CH:10]=1, predict the reactants needed to synthesize it. The reactants are: ClCCNC([N:7]1[C:11]([CH3:12])=[CH:10][C:9]([NH:13][C:14]([NH:16][CH2:17][CH2:18]Cl)=[O:15])=[N:8]1)=O.[O-]CC.[Na+].[Na].C(O)C. (6) Given the product [CH3:1][O:2][C:3]([C:5]1[N:6]([CH3:31])[N:7]=[C:8]([O:10][CH2:11][C:12]2[C:13]([CH2:27][CH2:28][CH2:29][CH3:30])=[N:14][O:15][C:16]=2[CH:17]=[O:26])[CH:9]=1)=[O:4], predict the reactants needed to synthesize it. The reactants are: [CH3:1][O:2][C:3]([C:5]1[N:6]([CH3:31])[N:7]=[C:8]([O:10][CH2:11][C:12]2[C:13]([CH2:27][CH2:28][CH2:29][CH3:30])=[N:14][O:15][C:16]=2[CH:17]([OH:26])C(O)C2C=CC=CC=2)[CH:9]=1)=[O:4].C([O-])(=O)C.C([O-])(=O)C.C([O-])(=O)C.C([O-])(=O)C.[Pb+4]. (7) The reactants are: [O:1]1CCO[CH:2]1[CH2:6][CH2:7][C:8]1[C:9]([Cl:27])=[C:10]2[CH:16]=[CH:15][N:14]([S:17]([C:20]3[CH:26]=[CH:25][C:23]([CH3:24])=[CH:22][CH:21]=3)(=[O:19])=[O:18])[C:11]2=[N:12][CH:13]=1.Cl.C([O-])(O)=O.[Na+].C1(C)C=CC(S([O-])(=O)=O)=CC=1.[NH+]1C=CC=CC=1. Given the product [Cl:27][C:9]1[C:8]([CH2:7][CH2:6][CH:2]=[O:1])=[CH:13][N:12]=[C:11]2[N:14]([S:17]([C:20]3[CH:21]=[CH:22][C:23]([CH3:24])=[CH:25][CH:26]=3)(=[O:19])=[O:18])[CH:15]=[CH:16][C:10]=12, predict the reactants needed to synthesize it. (8) Given the product [CH2:1]([O:8][C:9]([N:11]1[CH2:16][CH2:15][C:14]2[O:17][C:18]([C:20]3[O:25][CH:23]=[CH:22][N:21]=3)=[N:19][C:13]=2[CH2:12]1)=[O:10])[C:2]1[CH:3]=[CH:4][CH:5]=[CH:6][CH:7]=1, predict the reactants needed to synthesize it. The reactants are: [CH2:1]([O:8][C:9]([N:11]1[CH2:16][CH2:15][C:14]2[O:17][C:18]([C:20](=[O:25])[NH:21][CH2:22][CH:23]=O)=[N:19][C:13]=2[CH2:12]1)=[O:10])[C:2]1[CH:7]=[CH:6][CH:5]=[CH:4][CH:3]=1.C1C=CC(P(C2C=CC=CC=2)C2C=CC=CC=2)=CC=1.II.P(C1C=CC=CC=1)(C1C=CC=CC=1)(C1C=CC=CC=1)=O. (9) Given the product [Cl:1][C:2]1[NH:10][C:9]2[C:8](=[O:14])[N:7]([CH2:22][CH2:23][CH2:24][CH2:25][CH:26]3[CH2:30][CH2:29][N:28]([CH2:31][C:32]4[CH:33]=[CH:34][CH:35]=[CH:36][CH:37]=4)[C:27]3=[O:38])[C:6](=[O:15])[N:5]([CH2:16][CH2:17][CH2:18][CH2:19][CH3:20])[C:4]=2[N:3]=1, predict the reactants needed to synthesize it. The reactants are: [Cl:1][C:2]1[N:10](CC=C)[C:9]2[C:8](=[O:14])[NH:7][C:6](=[O:15])[N:5]([CH2:16][CH2:17][CH2:18][CH2:19][CH3:20])[C:4]=2[N:3]=1.Br[CH2:22][CH2:23][CH2:24][CH2:25][CH:26]1[CH2:30][CH2:29][N:28]([CH2:31][C:32]2[CH:37]=[CH:36][CH:35]=[CH:34][CH:33]=2)[C:27]1=[O:38].C(=O)([O-])[O-].[K+].[K+].N1CCOCC1. (10) Given the product [CH:1](=[C:8]1[CH2:12][NH:11][C@H:10]([C:20]([NH:38][C:34]2[CH:35]=[CH:36][C:37]3[N:25]([CH2:23][CH3:24])[C:26]4[C:31]([C:32]=3[CH:33]=2)=[CH:30][CH:29]=[CH:28][CH:27]=4)=[O:22])[CH2:9]1)[C:2]1[CH:3]=[CH:4][CH:5]=[CH:6][CH:7]=1, predict the reactants needed to synthesize it. The reactants are: [CH:1](=[C:8]1[CH2:12][N:11](C(OC(C)(C)C)=O)[C@H:10]([C:20]([OH:22])=O)[CH2:9]1)[C:2]1[CH:7]=[CH:6][CH:5]=[CH:4][CH:3]=1.[CH2:23]([N:25]1[C:37]2[CH:36]=[CH:35][C:34]([NH2:38])=[CH:33][C:32]=2[C:31]2[C:26]1=[CH:27][CH:28]=[CH:29][CH:30]=2)[CH3:24].